Regression. Given a peptide amino acid sequence and an MHC pseudo amino acid sequence, predict their binding affinity value. This is MHC class I binding data. From a dataset of Peptide-MHC class I binding affinity with 185,985 pairs from IEDB/IMGT. The peptide sequence is SQKHFDTWW. The MHC is HLA-A31:01 with pseudo-sequence HLA-A31:01. The binding affinity (normalized) is 0.0847.